From a dataset of Merck oncology drug combination screen with 23,052 pairs across 39 cell lines. Regression. Given two drug SMILES strings and cell line genomic features, predict the synergy score measuring deviation from expected non-interaction effect. Drug 1: Cn1nnc2c(C(N)=O)ncn2c1=O. Drug 2: NC1(c2ccc(-c3nc4ccn5c(=O)[nH]nc5c4cc3-c3ccccc3)cc2)CCC1. Cell line: VCAP. Synergy scores: synergy=-10.9.